From a dataset of Peptide-MHC class I binding affinity with 185,985 pairs from IEDB/IMGT. Regression. Given a peptide amino acid sequence and an MHC pseudo amino acid sequence, predict their binding affinity value. This is MHC class I binding data. (1) The peptide sequence is ALMDCIMFDA. The MHC is HLA-A02:01 with pseudo-sequence HLA-A02:01. The binding affinity (normalized) is 0.992. (2) The peptide sequence is QFKSVEFDMSH. The MHC is H-2-Kb with pseudo-sequence H-2-Kb. The binding affinity (normalized) is 0.0517. (3) The MHC is H-2-Db with pseudo-sequence H-2-Db. The binding affinity (normalized) is 0. The peptide sequence is DHTLMSIVS. (4) The peptide sequence is VVTNSTLEV. The MHC is HLA-B15:01 with pseudo-sequence HLA-B15:01. The binding affinity (normalized) is 0. (5) The peptide sequence is YEMGKSMRPI. The MHC is H-2-Db with pseudo-sequence H-2-Db. The binding affinity (normalized) is 0.0145. (6) The peptide sequence is FLTCDANLAV. The MHC is HLA-A02:01 with pseudo-sequence HLA-A02:01. The binding affinity (normalized) is 0.571. (7) The peptide sequence is VSAVHFKAMW. The MHC is Mamu-B17 with pseudo-sequence Mamu-B17. The binding affinity (normalized) is 0.0894.